This data is from Full USPTO retrosynthesis dataset with 1.9M reactions from patents (1976-2016). The task is: Predict the reactants needed to synthesize the given product. (1) The reactants are: CCN(C(C)C)C(C)C.[O:10]=[S:11]1(=[O:21])[CH:15]=[CH:14][C:13]2[CH:16]=[CH:17][C:18]([NH2:20])=[CH:19][C:12]1=2.[C:22](Cl)([CH3:24])=[O:23]. Given the product [O:10]=[S:11]1(=[O:21])[CH:15]=[CH:14][C:13]2[CH:16]=[CH:17][C:18]([NH:20][C:22](=[O:23])[CH3:24])=[CH:19][C:12]1=2, predict the reactants needed to synthesize it. (2) Given the product [ClH:35].[C:25]1([C:23]2[CH:24]=[C:20]([CH2:19][O:18][C:16]3[CH:15]=[CH:14][C:13]4[NH:8][CH2:9][CH2:10][O:11][C:12]=4[CH:17]=3)[S:21][C:22]=2[C:31]([F:34])([F:32])[F:33])[CH:26]=[CH:27][CH:28]=[CH:29][CH:30]=1, predict the reactants needed to synthesize it. The reactants are: C(OC([N:8]1[C:13]2[CH:14]=[CH:15][C:16]([O:18][CH2:19][C:20]3[S:21][C:22]([C:31]([F:34])([F:33])[F:32])=[C:23]([C:25]4[CH:30]=[CH:29][CH:28]=[CH:27][CH:26]=4)[CH:24]=3)=[CH:17][C:12]=2[O:11][CH2:10][CH2:9]1)=O)(C)(C)C.[ClH:35].O1CCOCC1. (3) Given the product [C:1]([O:5][C:6](=[O:28])[NH:7][C@@H:8]([C:11]1[CH:16]=[CH:15][C:14]([Cl:17])=[C:13]([C:18]([C:20]2[CH:25]=[CH:24][C:23]([NH2:30])=[CH:22][N:21]=2)=[O:19])[C:12]=1[F:27])[CH2:9][CH3:10])([CH3:4])([CH3:3])[CH3:2], predict the reactants needed to synthesize it. The reactants are: [C:1]([O:5][C:6](=[O:28])[NH:7][C@@H:8]([C:11]1[CH:16]=[CH:15][C:14]([Cl:17])=[C:13]([C:18]([C:20]2[CH:25]=[CH:24][C:23](Br)=[CH:22][N:21]=2)=[O:19])[C:12]=1[F:27])[CH2:9][CH3:10])([CH3:4])([CH3:3])[CH3:2].[OH-].[NH4+:30]. (4) Given the product [CH2:2]([O:9][NH:10][C:26](=[O:49])[CH2:27][CH:28]([CH2:29][CH2:30][CH2:31][CH2:32][CH3:33])[C:34]([NH:35][CH:36]([C:40]([N:42]1[CH2:46][CH2:45][CH2:44][CH:43]1[CH2:47][O:53][CH2:52][C:17]1[CH:16]=[CH:5][CH:4]=[CH:3][CH:2]=1)=[O:41])[CH:37]([CH3:38])[CH3:39])=[O:48])[C:3]1[CH:8]=[CH:7][CH:6]=[CH:5][CH:4]=1, predict the reactants needed to synthesize it. The reactants are: Cl.[CH2:2]([O:9][NH2:10])[C:3]1[CH:8]=[CH:7][CH:6]=[CH:5][CH:4]=1.C(N([CH2:16][CH3:17])CC)C.O=C1CCC(=O)N1O[C:26](=[O:49])[CH2:27][CH:28]([C:34](=[O:48])[NH:35][CH:36]([C:40]([N:42]1[CH2:46][CH2:45][CH2:44][CH:43]1[CH3:47])=[O:41])[CH:37]([CH3:39])[CH3:38])[CH2:29][CH2:30][CH2:31][CH2:32][CH3:33].CN(C)[CH:52]=[O:53]. (5) Given the product [C:26]([C@@H:17]([NH:16][C:2]1[C:11]([C:12]([OH:14])=[O:13])=[CH:10][C:9]2[C:4](=[CH:5][CH:6]=[C:29]([Cl:32])[CH:8]=2)[N:3]=1)[CH2:18][C:19]1[CH:20]=[CH:21][C:22]([O:25][C:2]2[C:11]([C:12]([OH:14])=[O:13])=[CH:10][C:9]3[C:4](=[CH:5][CH:6]=[C:7]([Cl:15])[CH:8]=3)[N:3]=2)=[CH:23][CH:24]=1)([OH:28])=[O:27], predict the reactants needed to synthesize it. The reactants are: Cl[C:2]1[C:11]([C:12]([OH:14])=[O:13])=[CH:10][C:9]2[C:4](=[CH:5][CH:6]=[C:7]([Cl:15])[CH:8]=2)[N:3]=1.[NH2:16][C@H:17]([C:26]([OH:28])=[O:27])[CH2:18][C:19]1[CH:24]=[CH:23][C:22]([OH:25])=[CH:21][CH:20]=1.[CH:29]([Cl:32])(Cl)Cl. (6) Given the product [CH3:22][CH:10]1[CH2:11][NH:12][CH2:13][CH2:14][N:9]1[C:6]1[CH:7]=[CH:8][C:3]([C:1]#[N:2])=[C:4]([C:23]([F:26])([F:24])[F:25])[CH:5]=1, predict the reactants needed to synthesize it. The reactants are: [C:1]([C:3]1[CH:8]=[CH:7][C:6]([N:9]2[CH2:14][CH2:13][N:12](C(OC(C)(C)C)=O)[CH2:11][CH:10]2[CH3:22])=[CH:5][C:4]=1[C:23]([F:26])([F:25])[F:24])#[N:2]. (7) Given the product [CH3:3][N:4]1[C:12]2[C:7](=[CH:8][CH:9]=[CH:10][CH:11]=2)[C:6]([CH2:13][CH:14]([CH3:16])[CH3:15])=[C:5]1[C:17]([NH:19][C@H:20]([C:24]([NH:26][CH:27]([C:36](=[O:39])[CH2:37][O:50][C:42]1[C:43]([F:49])=[C:44]([F:48])[CH:45]=[C:46]([F:47])[C:41]=1[F:40])[CH2:28][C:29]([O:31][C:32]([CH3:35])([CH3:34])[CH3:33])=[O:30])=[O:25])[CH:21]([CH3:23])[CH3:22])=[O:18].[CH3:3][N:4]1[C:12]2[C:7](=[CH:8][CH:9]=[CH:10][CH:11]=2)[C:6]([CH2:13][CH:14]([CH3:16])[CH3:15])=[C:5]1[C:17]([NH:19][C@H:20]([C:24]([CH:28]([CH:27]([NH2:26])[C:36](=[O:39])[CH2:37][O:50][C:42]1[C:41]([F:40])=[C:46]([F:47])[CH:45]=[C:44]([F:48])[C:43]=1[F:49])[C:29]([O:31][C:32]([CH3:35])([CH3:33])[CH3:34])=[O:30])=[O:25])[CH:21]([CH3:22])[CH3:23])=[O:18], predict the reactants needed to synthesize it. The reactants are: [F-].[K+].[CH3:3][N:4]1[C:12]2[C:7](=[CH:8][CH:9]=[CH:10][CH:11]=2)[C:6]([CH2:13][CH:14]([CH3:16])[CH3:15])=[C:5]1[C:17]([NH:19][C@H:20]([C:24]([NH:26][CH:27]([C:36](=[O:39])[CH2:37]Br)[CH2:28][C:29]([O:31][C:32]([CH3:35])([CH3:34])[CH3:33])=[O:30])=[O:25])[CH:21]([CH3:23])[CH3:22])=[O:18].[F:40][C:41]1[C:46]([F:47])=[CH:45][C:44]([F:48])=[C:43]([F:49])[C:42]=1[OH:50]. (8) Given the product [CH2:7]([C:9]1[N:10]=[CH:11][S:12][C:13]=1[CH2:14][OH:15])[CH3:8], predict the reactants needed to synthesize it. The reactants are: [H-].[Al+3].[Li+].[H-].[H-].[H-].[CH2:7]([C:9]1[N:10]=[CH:11][S:12][C:13]=1[C:14](OCC)=[O:15])[CH3:8]. (9) The reactants are: C(=O)([O-])[O-].[K+].[K+].[C:7]([O:13][CH2:14][CH3:15])(=[O:12])[CH2:8][C:9]([CH3:11])=[O:10].I[CH2:17][CH2:18][CH3:19].O. Given the product [CH2:17]([CH:8]([C:9]([CH3:11])=[O:10])[C:7]([O:13][CH2:14][CH3:15])=[O:12])[CH2:18][CH3:19], predict the reactants needed to synthesize it. (10) Given the product [Na+:44].[Cl:1][C:2]1[CH:3]=[CH:4][C:5]([O:15][CH2:16][CH:17]([CH3:19])[CH3:18])=[C:6]([C:8]2[N:20]([C:21]3[CH:22]=[C:23]([C:27]([F:30])=[CH:28][CH:29]=3)[C:24]([O-:26])=[O:25])[C:11]([CH3:12])=[CH:10][CH:9]=2)[CH:7]=1, predict the reactants needed to synthesize it. The reactants are: [Cl:1][C:2]1[CH:3]=[CH:4][C:5]([O:15][CH2:16][CH:17]([CH3:19])[CH3:18])=[C:6]([C:8](=O)[CH2:9][CH2:10][C:11](=O)[CH3:12])[CH:7]=1.[NH2:20][C:21]1[CH:22]=[C:23]([C:27]([F:30])=[CH:28][CH:29]=1)[C:24]([OH:26])=[O:25].CC1C=CC(S(O)(=O)=O)=CC=1.Cl.[OH-].[Na+:44].